Dataset: Catalyst prediction with 721,799 reactions and 888 catalyst types from USPTO. Task: Predict which catalyst facilitates the given reaction. Product: [N:1]1[CH:6]=[CH:5][N:4]=[CH:3][C:2]=1[C@@H:7]([NH:9][C:10]([C:12]1[CH:13]=[C:14]([C:19]2[CH:24]=[CH:23][C:22]([CH3:25])=[CH:21][CH:20]=2)[CH:15]=[C:16]([N:26]2[C:30]3[CH:31]=[CH:32][CH:33]=[CH:34][C:29]=3[NH:28][C:27]2=[O:35])[CH:17]=1)=[O:11])[CH3:8]. The catalyst class is: 432. Reactant: [N:1]1[CH:6]=[CH:5][N:4]=[CH:3][C:2]=1[C@@H:7]([NH:9][C:10]([C:12]1[CH:13]=[C:14]([C:19]2[CH:24]=[CH:23][C:22]([CH3:25])=[CH:21][CH:20]=2)[CH:15]=[C:16](I)[CH:17]=1)=[O:11])[CH3:8].[NH:26]1[C:30]2[CH:31]=[CH:32][CH:33]=[CH:34][C:29]=2[NH:28][C:27]1=[O:35].[O-]P([O-])([O-])=O.[K+].[K+].[K+].CNC1CCCCC1NC.